Task: Predict the product of the given reaction.. Dataset: Forward reaction prediction with 1.9M reactions from USPTO patents (1976-2016) (1) Given the reactants [F:1][C:2]([F:15])([F:14])[S:3]([O:6][C:7]1[CH:12]=[C:11]([OH:13])[CH:10]=[CH:9][N:8]=1)(=[O:5])=[O:4].[OH-].C([N+](CCCC)(CCCC)CCCC)CCC.[F:34][C:35]([F:44])([F:43])[CH2:36][CH2:37][CH2:38][S:39](Cl)(=[O:41])=[O:40], predict the reaction product. The product is: [F:34][C:35]([F:44])([F:43])[CH2:36][CH2:37][CH2:38][S:39]([O:13][C:11]1[CH:10]=[CH:9][N:8]=[C:7]([O:6][S:3]([C:2]([F:1])([F:14])[F:15])(=[O:5])=[O:4])[CH:12]=1)(=[O:41])=[O:40]. (2) Given the reactants Cl[C:2]1[N:7]=[C:6]([NH:8][C:9]2[CH:14]=[CH:13][CH:12]=[C:11]([N+:15]([O-:17])=[O:16])[CH:10]=2)[C:5]([Cl:18])=[CH:4][N:3]=1.[CH3:19][C:20]1[CH:24]=[C:23]([NH2:25])[S:22][N:21]=1.Cl.C(=O)([O-])[O-].[Cs+].[Cs+], predict the reaction product. The product is: [Cl:18][C:5]1[C:6]([NH:8][C:9]2[CH:14]=[CH:13][CH:12]=[C:11]([N+:15]([O-:17])=[O:16])[CH:10]=2)=[N:7][C:2]([NH:25][C:23]2[S:22][N:21]=[C:20]([CH3:19])[CH:24]=2)=[N:3][CH:4]=1. (3) Given the reactants [Br:1][C:2]1[CH:7]=[CH:6][C:5]([C:8](=O)[CH:9]=[CH:10][N:11](C)C)=[CH:4][CH:3]=1.[CH3:15][NH:16]N, predict the reaction product. The product is: [Br:1][C:2]1[CH:3]=[CH:4][C:5]([C:8]2[N:16]([CH3:15])[N:11]=[CH:10][CH:9]=2)=[CH:6][CH:7]=1. (4) Given the reactants [O:1]=[S:2]1(=[O:18])[CH2:6][CH2:5][CH2:4][N:3]1[C@H:7]([C:9]1[CH:17]=[CH:16][C:12]([C:13]([OH:15])=O)=[CH:11][CH:10]=1)[CH3:8].[CH3:19][C:20]1[C:21]([N:27]2[CH2:32][CH2:31][NH:30][CH2:29][CH2:28]2)=[N:22][CH:23]=[C:24]([CH3:26])[CH:25]=1, predict the reaction product. The product is: [CH3:19][C:20]1[C:21]([N:27]2[CH2:28][CH2:29][N:30]([C:13]([C:12]3[CH:11]=[CH:10][C:9]([C@@H:7]([N:3]4[CH2:4][CH2:5][CH2:6][S:2]4(=[O:1])=[O:18])[CH3:8])=[CH:17][CH:16]=3)=[O:15])[CH2:31][CH2:32]2)=[N:22][CH:23]=[C:24]([CH3:26])[CH:25]=1. (5) Given the reactants [Br:1][C:2]1[CH:11]=[C:10]2[C:5]([C:6](=[O:21])[CH:7](C(OCC)=O)[C:8](=[O:15])[N:9]2[CH:12]([CH3:14])[CH3:13])=[CH:4][CH:3]=1.[OH-].[Na+].Cl, predict the reaction product. The product is: [Br:1][C:2]1[CH:11]=[C:10]2[C:5]([C:6]([OH:21])=[CH:7][C:8](=[O:15])[N:9]2[CH:12]([CH3:13])[CH3:14])=[CH:4][CH:3]=1.